This data is from Forward reaction prediction with 1.9M reactions from USPTO patents (1976-2016). The task is: Predict the product of the given reaction. (1) The product is: [CH2:11]([O:9][C:5]1[C:4]([OH:10])=[N:3][CH:8]=[CH:7][CH:6]=1)[C:12]1[CH:17]=[CH:16][CH:15]=[CH:14][CH:13]=1. Given the reactants [OH-].[K+].[N:3]1[CH:8]=[CH:7][CH:6]=[C:5]([OH:9])[C:4]=1[OH:10].[CH2:11](Br)[C:12]1[CH:17]=[CH:16][CH:15]=[CH:14][CH:13]=1, predict the reaction product. (2) Given the reactants C[C@@H]1[N:7]([CH2:8][CH2:9][CH3:10])[CH2:6][C:5]([C:12]2[CH:20]=[CH:19][CH:18]=[C:17]3[C:13]=2[CH:14]=[CH:15][N:16]3[Si:21]([CH:28]([CH3:30])[CH3:29])([CH:25]([CH3:27])[CH3:26])[CH:22]([CH3:24])[CH3:23])([OH:11])OC1.[BH4-].[Na+], predict the reaction product. The product is: [OH:11][CH:5]([C:12]1[CH:20]=[CH:19][CH:18]=[C:17]2[C:13]=1[CH:14]=[CH:15][N:16]2[Si:21]([CH:28]([CH3:30])[CH3:29])([CH:25]([CH3:27])[CH3:26])[CH:22]([CH3:23])[CH3:24])[CH2:6][N:7]([CH:5]([OH:11])[CH2:12][CH3:13])[CH2:8][CH2:9][CH3:10].